The task is: Predict the reaction yield, written as a fraction of the theoretical maximum amount of product (1.0 means a 100% yield; for example, 0.34 means a 34% yield).. This data is from Reaction yield outcomes from USPTO patents with 853,638 reactions. (1) The reactants are Br[C:2]1[S:6][C:5]([CH3:7])=[C:4]([CH:8]2[O:12]CCO2)[CH:3]=1.[F:13][C:14]([F:25])([F:24])[C:15]1[CH:20]=[CH:19][C:18](B(O)O)=[CH:17][CH:16]=1.C(=O)([O-])[O-].[Na+].[Na+].P([O-])([O-])([O-])=O.Cl. The catalyst is O1CCCC1.C1C=CC(P(C2C=CC=CC=2)[C-]2C=CC=C2)=CC=1.C1C=CC(P(C2C=CC=CC=2)[C-]2C=CC=C2)=CC=1.Cl[Pd]Cl.[Fe+2].ClCCl.CN(C)C=O.O. The product is [CH3:7][C:5]1[S:6][C:2]([C:18]2[CH:19]=[CH:20][C:15]([C:14]([F:25])([F:24])[F:13])=[CH:16][CH:17]=2)=[CH:3][C:4]=1[CH:8]=[O:12]. The yield is 0.660. (2) The yield is 0.950. The reactants are [CH3:1][C@H:2]1[CH2:7][CH2:6][CH2:5][C@@H:4]([CH3:8])[N:3]1[C:9]1[N:13]2[CH:14]=[C:15]([O:18][C@H:19]3[C:28]4[C:23](=[CH:24][CH:25]=[CH:26][CH:27]=4)[C@@H:22]([NH2:29])[CH2:21][CH2:20]3)[CH:16]=[CH:17][C:12]2=[N:11][N:10]=1.ClC(Cl)(Cl)C[O:33][C:34](=O)[NH:35][C:36]1[N:37]([C:45]2[CH:50]=[CH:49][CH:48]=[C:47]([CH2:51][OH:52])[CH:46]=2)[N:38]=[C:39]([C:41]([CH3:44])([CH3:43])[CH3:42])[CH:40]=1.CCN(C(C)C)C(C)C. The product is [C:41]([C:39]1[CH:40]=[C:36]([NH:35][C:34]([NH:29][C@@H:22]2[C:23]3[C:28](=[CH:27][CH:26]=[CH:25][CH:24]=3)[C@H:19]([O:18][C:15]3[CH:16]=[CH:17][C:12]4[N:13]([C:9]([N:3]5[C@H:2]([CH3:1])[CH2:7][CH2:6][CH2:5][C@@H:4]5[CH3:8])=[N:10][N:11]=4)[CH:14]=3)[CH2:20][CH2:21]2)=[O:33])[N:37]([C:45]2[CH:50]=[CH:49][CH:48]=[C:47]([CH2:51][OH:52])[CH:46]=2)[N:38]=1)([CH3:44])([CH3:42])[CH3:43]. The catalyst is O1CCOCC1. (3) The yield is 0.890. The reactants are ClC1C(F)=C(F)C=C2C=1[N:10]([C:12]1[CH:17]=[CH:16][C:15]([CH2:18][N:19]3[CH2:23][CH2:22][CH2:21][CH2:20]3)=[CH:14][CH:13]=1)C=C(C(OCC)=O)C2=O.FC1C=C(CN2CCCC2)C=CC=1N. No catalyst specified. The product is [N:19]1([CH2:18][C:15]2[CH:14]=[CH:13][C:12]([NH2:10])=[CH:17][CH:16]=2)[CH2:23][CH2:22][CH2:21][CH2:20]1. (4) The reactants are Br[C:2]1[CH:7]=[C:6]([CH:8]([CH3:10])[CH3:9])[C:5]([O:11][CH2:12][O:13][CH3:14])=[CH:4][C:3]=1[O:15][CH2:16][O:17][CH3:18].O1CCCC1.[Li+].CCC[CH2-].[C:29](=[O:31])=[O:30]. The catalyst is O.CCCCCC. The product is [CH:8]([C:6]1[C:5]([O:11][CH2:12][O:13][CH3:14])=[CH:4][C:3]([O:15][CH2:16][O:17][CH3:18])=[C:2]([CH:7]=1)[C:29]([OH:31])=[O:30])([CH3:10])[CH3:9]. The yield is 0.620. (5) The reactants are Cl.Cl[CH2:3][C:4]1[N:5]=[C:6]([CH2:9][N:10]2[CH2:15][CH2:14][N:13]([CH3:16])[CH2:12][CH2:11]2)[S:7][CH:8]=1.[Cl:17][C:18]1[CH:19]=[C:20]([NH:25][C:26]2[C:35]3[C:30](=[CH:31][C:32]([OH:38])=[C:33]([O:36][CH3:37])[CH:34]=3)[N:29]=[CH:28][N:27]=2)[CH:21]=[CH:22][C:23]=1[Cl:24].C(=O)([O-])[O-].[K+].[K+]. The catalyst is CN(C=O)C. The product is [Cl:17][C:18]1[CH:19]=[C:20]([NH:25][C:26]2[C:35]3[C:30](=[CH:31][C:32]([O:38][CH2:3][C:4]4[N:5]=[C:6]([CH2:9][N:10]5[CH2:15][CH2:14][N:13]([CH3:16])[CH2:12][CH2:11]5)[S:7][CH:8]=4)=[C:33]([O:36][CH3:37])[CH:34]=3)[N:29]=[CH:28][N:27]=2)[CH:21]=[CH:22][C:23]=1[Cl:24]. The yield is 0.190.